Dataset: Reaction yield outcomes from USPTO patents with 853,638 reactions. Task: Predict the reaction yield, written as a fraction of the theoretical maximum amount of product (1.0 means a 100% yield; for example, 0.34 means a 34% yield). (1) The reactants are [CH3:1][N:2]1[CH2:7][CH2:6][N:5]([C:8]2[CH:9]=[C:10]([C:14]3[C:15]([NH2:19])=[N:16][NH:17][CH:18]=3)[CH:11]=[CH:12][CH:13]=2)[CH2:4][CH2:3]1.C[N:21](C)/[CH:22]=[C:23](/[C:26]1[CH:31]=[CH:30][CH:29]=[C:28]([N+:32]([O-:34])=[O:33])[CH:27]=1)\[C:24]#N.C(O)CCC.C([O-])(O)=O.[Na+]. The catalyst is CC(O)=O. The product is [CH3:1][N:2]1[CH2:7][CH2:6][N:5]([C:8]2[CH:9]=[C:10]([C:14]3[CH:18]=[N:17][N:16]4[C:22]([NH2:21])=[C:23]([C:26]5[CH:31]=[CH:30][CH:29]=[C:28]([N+:32]([O-:34])=[O:33])[CH:27]=5)[CH:24]=[N:19][C:15]=34)[CH:11]=[CH:12][CH:13]=2)[CH2:4][CH2:3]1. The yield is 0.440. (2) The reactants are [CH3:1][C:2]1([CH3:11])[C:6]2([CH3:10])[C:7]([CH2:9][CH:3]1[CH2:4][CH2:5]2)=[O:8].C([N-]C(C)C)(C)C.[Li+].[C:20](=[O:22])=[O:21].C(OCC)C. The catalyst is C1(C)C=CC=CC=1. The product is [CH3:10][C@@:6]12[C:2]([CH3:11])([CH3:1])[C@@H:3]([CH2:4][CH2:5]1)[CH:9]([C:20]([OH:22])=[O:21])[C:7]2=[O:8]. The yield is 0.830. (3) The reactants are [CH3:1][O:2][C:3]1[CH:4]=[C:5]2[C:10](=[CH:11][C:12]=1[O:13][CH3:14])[N:9]=[CH:8][CH:7]=[C:6]2[O:15][C:16]1[CH:21]=[CH:20][C:19]([N+:22]([O-])=O)=[CH:18][N:17]=1.[Cl-].[NH4+].O. The catalyst is C(O)C.C(OCC)(=O)C.CCCCCC.[Fe]. The product is [CH3:1][O:2][C:3]1[CH:4]=[C:5]2[C:10](=[CH:11][C:12]=1[O:13][CH3:14])[N:9]=[CH:8][CH:7]=[C:6]2[O:15][C:16]1[N:17]=[CH:18][C:19]([NH2:22])=[CH:20][CH:21]=1. The yield is 0.640. (4) The yield is 0.444. The catalyst is CN(C)C1C=CN=CC=1.N1C=CC=CC=1. The reactants are [Si:1]([O:8][C:9]1[CH:14]=[CH:13][C:12]([C:15]2[N:16]=[C:17]([C:22]3[S:23][CH:24]=[CH:25][CH:26]=3)[C:18]([NH2:21])=[N:19][CH:20]=2)=[CH:11][CH:10]=1)([C:4]([CH3:7])([CH3:6])[CH3:5])([CH3:3])[CH3:2].[Si:27]([O:34][C:35]1[CH:40]=[CH:39][C:38]([CH2:41][C:42](Cl)=[O:43])=[CH:37][CH:36]=1)([C:30]([CH3:33])([CH3:32])[CH3:31])([CH3:29])[CH3:28].O. The product is [Si:27]([O:34][C:35]1[CH:36]=[CH:37][C:38]([CH2:41][C:42]([NH:21][C:18]2[C:17]([C:22]3[S:23][CH:24]=[CH:25][CH:26]=3)=[N:16][C:15]([C:12]3[CH:11]=[CH:10][C:9]([O:8][Si:1]([C:4]([CH3:7])([CH3:5])[CH3:6])([CH3:2])[CH3:3])=[CH:14][CH:13]=3)=[CH:20][N:19]=2)=[O:43])=[CH:39][CH:40]=1)([C:30]([CH3:33])([CH3:32])[CH3:31])([CH3:29])[CH3:28].